From a dataset of Forward reaction prediction with 1.9M reactions from USPTO patents (1976-2016). Predict the product of the given reaction. (1) The product is: [CH3:13][CH:14]([CH3:24])[CH2:15][CH2:16][CH2:17][CH2:18][CH2:19][CH2:20][C:21]([O:8][CH2:7][C:6]1[CH:9]=[CH:10][C:11]([OH:12])=[C:4]([O:3][CH2:1][CH3:2])[CH:5]=1)=[O:22]. Given the reactants [CH2:1]([O:3][C:4]1[CH:5]=[C:6]([CH:9]=[CH:10][C:11]=1[OH:12])[CH2:7][OH:8])[CH3:2].[CH3:13][CH:14]([CH3:24])[CH2:15][CH2:16][CH2:17][CH2:18][CH2:19][CH2:20][C:21](O)=[O:22].O, predict the reaction product. (2) Given the reactants [NH2:1][C:2]1[CH:3]=[N:4][CH:5]=[CH:6][C:7]=1[C@@H:8]1[CH2:13][C@H:12]([CH3:14])[C@@:11]([CH3:16])([OH:15])[C@H:10]([OH:17])[CH2:9]1.[CH2:18]([O:25][C:26]([N:28]1[CH2:33][CH:32]=[C:31]([C:34]2[CH:39]=[C:38]([F:40])[C:37]([C:41]3[N:46]=[C:45]([C:47](O)=[O:48])[CH:44]=[CH:43][C:42]=3[F:50])=[C:36]([F:51])[CH:35]=2)[CH2:30][CH2:29]1)=[O:27])[C:19]1[CH:24]=[CH:23][CH:22]=[CH:21][CH:20]=1, predict the reaction product. The product is: [OH:17][C@H:10]1[C@@:11]([OH:15])([CH3:16])[C@@H:12]([CH3:14])[CH2:13][C@@H:8]([C:7]2[CH:6]=[CH:5][N:4]=[CH:3][C:2]=2[NH:1][C:47]([C:45]2[N:46]=[C:41]([C:37]3[C:36]([F:51])=[CH:35][C:34]([C:31]4[CH2:32][CH2:33][N:28]([C:26]([O:25][CH2:18][C:19]5[CH:24]=[CH:23][CH:22]=[CH:21][CH:20]=5)=[O:27])[CH2:29][CH:30]=4)=[CH:39][C:38]=3[F:40])[C:42]([F:50])=[CH:43][CH:44]=2)=[O:48])[CH2:9]1. (3) Given the reactants [CH:1]1([C:4]2[CH:32]=[N:31][C:7]3[N:8]([C:13]([NH:15][CH:16]([C:20]4[CH:25]=[CH:24][C:23]([O:26][C:27]([F:30])([F:29])[F:28])=[CH:22][CH:21]=4)[CH2:17][O:18][CH3:19])=[O:14])[CH2:9][C:10](=[O:12])[NH:11][C:6]=3[CH:5]=2)[CH2:3][CH2:2]1.C(=O)=O.CO, predict the reaction product. The product is: [CH:1]1([C:4]2[CH:32]=[N:31][C:7]3[N:8]([C:13]([NH:15][C@H:16]([C:20]4[CH:25]=[CH:24][C:23]([O:26][C:27]([F:28])([F:29])[F:30])=[CH:22][CH:21]=4)[CH2:17][O:18][CH3:19])=[O:14])[CH2:9][C:10](=[O:12])[NH:11][C:6]=3[CH:5]=2)[CH2:3][CH2:2]1.